From a dataset of Aqueous solubility values for 9,982 compounds from the AqSolDB database. Regression/Classification. Given a drug SMILES string, predict its absorption, distribution, metabolism, or excretion properties. Task type varies by dataset: regression for continuous measurements (e.g., permeability, clearance, half-life) or binary classification for categorical outcomes (e.g., BBB penetration, CYP inhibition). For this dataset (solubility_aqsoldb), we predict Y. (1) The Y is -2.25 log mol/L. The drug is COc1ccc(OC)cc1. (2) The compound is Cc1ccc(Cl)cc1Cl. The Y is -3.81 log mol/L.